Dataset: Full USPTO retrosynthesis dataset with 1.9M reactions from patents (1976-2016). Task: Predict the reactants needed to synthesize the given product. (1) Given the product [C:15]([C:4]1[CH:3]=[C:2]([NH:1][C:21](=[O:28])[O:22][CH2:23][C:24]([Cl:27])([Cl:26])[Cl:25])[N:6]([C:7]2[CH:14]=[CH:13][C:10]([C:11]#[N:12])=[CH:9][CH:8]=2)[N:5]=1)([CH3:18])([CH3:17])[CH3:16], predict the reactants needed to synthesize it. The reactants are: [NH2:1][C:2]1[N:6]([C:7]2[CH:14]=[CH:13][C:10]([C:11]#[N:12])=[CH:9][CH:8]=2)[N:5]=[C:4]([C:15]([CH3:18])([CH3:17])[CH3:16])[CH:3]=1.[OH-].[Na+].[C:21](Cl)(=[O:28])[O:22][CH2:23][C:24]([Cl:27])([Cl:26])[Cl:25]. (2) Given the product [CH2:1]([O:3][C:4](=[O:25])[CH2:5][C:6]1[CH:11]=[CH:10][CH:9]=[C:8]([O:12][C:13]2[CH:18]=[CH:17][C:16]([C:19]([F:20])([F:21])[F:22])=[CH:15][C:14]=2[CH2:23][NH:24][S:33]([C:30]2[CH:31]=[CH:32][C:27]([Cl:26])=[CH:28][CH:29]=2)(=[O:35])=[O:34])[CH:7]=1)[CH3:2], predict the reactants needed to synthesize it. The reactants are: [CH2:1]([O:3][C:4](=[O:25])[CH2:5][C:6]1[CH:11]=[CH:10][CH:9]=[C:8]([O:12][C:13]2[CH:18]=[CH:17][C:16]([C:19]([F:22])([F:21])[F:20])=[CH:15][C:14]=2[CH2:23][NH2:24])[CH:7]=1)[CH3:2].[Cl:26][C:27]1[CH:32]=[CH:31][C:30]([S:33](Cl)(=[O:35])=[O:34])=[CH:29][CH:28]=1.C(N(CC)CC)C.